This data is from Catalyst prediction with 721,799 reactions and 888 catalyst types from USPTO. The task is: Predict which catalyst facilitates the given reaction. (1) Reactant: [C:1]([NH:8][C@H:9]([C:13]([OH:15])=[O:14])[C@@H:10]([CH3:12])[OH:11])([O:3][C:4]([CH3:7])([CH3:6])[CH3:5])=[O:2].[CH2:16](Cl)[CH:17]=[CH:18][CH3:19].C([O-])(O)=[O:22].[Na+].Cl. Product: [C:16]([O:11][C@H:10]([CH3:12])[C@H:9]([NH:8][C:1]([O:3][C:4]([CH3:6])([CH3:5])[CH3:7])=[O:2])[C:13]([OH:15])=[O:14])(=[O:22])/[CH:17]=[CH:18]/[CH3:19]. The catalyst class is: 64. (2) Reactant: [H-].[Na+].[C:3]([O:11][CH2:12][CH3:13])(=[O:10])[CH2:4][C:5]([O:7][CH2:8][CH3:9])=[O:6].[Cl:14][C:15]1[CH:20]=[N:19][CH:18]=[C:17](Cl)[N:16]=1. Product: [Cl:14][C:15]1[N:16]=[C:17]([CH:4]([C:5]([O:7][CH2:8][CH3:9])=[O:6])[C:3]([O:11][CH2:12][CH3:13])=[O:10])[CH:18]=[N:19][CH:20]=1. The catalyst class is: 56. (3) Reactant: [C:1]([C:3]1[CH:4]=[CH:5][C:6]([C:9]([NH:11][C:12]2[N:17]=[C:16]([C@:18]3([CH3:36])[CH2:23][C@@H:22]([C:24]([F:27])([F:26])[F:25])[O:21][C:20]([NH:28]C(=O)OC(C)(C)C)=[N:19]3)[C:15]([F:37])=[CH:14][CH:13]=2)=[O:10])=[N:7][CH:8]=1)#[N:2].C(O)(C(F)(F)F)=O.CO. Product: [NH2:28][C:20]1[O:21][C@H:22]([C:24]([F:25])([F:27])[F:26])[CH2:23][C@:18]([C:16]2[N:17]=[C:12]([NH:11][C:9](=[O:10])[C:6]3[CH:5]=[CH:4][C:3]([C:1]#[N:2])=[CH:8][N:7]=3)[CH:13]=[CH:14][C:15]=2[F:37])([CH3:36])[N:19]=1. The catalyst class is: 96. (4) The catalyst class is: 45. Product: [OH:8][C:9]1[CH:10]=[CH:11][C:12]([CH2:13][C:14]([CH3:29])([CH2:20][CH2:21][CH2:22][C:23]2[CH:28]=[CH:27][CH:26]=[CH:25][CH:24]=2)[C:15]([O:17][CH2:18][CH3:19])=[O:16])=[CH:30][CH:31]=1. Reactant: C([O:8][C:9]1[CH:31]=[CH:30][C:12]([CH2:13][C:14]([CH3:29])([CH2:20][CH2:21][CH2:22][C:23]2[CH:28]=[CH:27][CH:26]=[CH:25][CH:24]=2)[C:15]([O:17][CH2:18][CH3:19])=[O:16])=[CH:11][CH:10]=1)C1C=CC=CC=1.